This data is from Full USPTO retrosynthesis dataset with 1.9M reactions from patents (1976-2016). The task is: Predict the reactants needed to synthesize the given product. Given the product [OH:14][C:11]1[CH:12]=[C:13]2[C:8](=[CH:9][CH:10]=1)[NH:7][CH:6]=[C:5]2[CH2:4][CH2:3][NH:2][C:24](=[O:25])[O:26][C:27]([CH3:30])([CH3:29])[CH3:28], predict the reactants needed to synthesize it. The reactants are: Cl.[NH2:2][CH2:3][CH2:4][C:5]1[C:13]2[C:8](=[CH:9][CH:10]=[C:11]([OH:14])[CH:12]=2)[NH:7][CH:6]=1.C(N(C(C)C)C(C)C)C.[C:24](O[C:24]([O:26][C:27]([CH3:30])([CH3:29])[CH3:28])=[O:25])([O:26][C:27]([CH3:30])([CH3:29])[CH3:28])=[O:25].